This data is from Reaction yield outcomes from USPTO patents with 853,638 reactions. The task is: Predict the reaction yield, written as a fraction of the theoretical maximum amount of product (1.0 means a 100% yield; for example, 0.34 means a 34% yield). (1) The reactants are [C:1]([C:3]1[S:4][C:5]2[C:11]([C:12]#[N:13])=[C:10](/[N:14]=[CH:15]/[N:16](C)C)[CH:9]=[CH:8][C:6]=2[N:7]=1)#[N:2].[N+:19]([C:22]1[CH:23]=[C:24]([CH:26]=[CH:27][C:28]=1[O:29][CH3:30])N)([O-:21])=[O:20].[K+].[Br-]. The catalyst is C(Cl)Cl.CCOC(C)=O. The product is [CH3:30][O:29][C:28]1[CH:27]=[CH:26][C:24]([NH:13][C:12]2[C:11]3[C:10](=[CH:9][CH:8]=[C:6]4[N:7]=[C:3]([C:1]#[N:2])[S:4][C:5]4=3)[N:14]=[CH:15][N:16]=2)=[CH:23][C:22]=1[N+:19]([O-:21])=[O:20]. The yield is 0.610. (2) The reactants are [F:1][C:2]([F:27])([C:20]1[CH:25]=[N:24][C:23]([CH3:26])=[CH:22][N:21]=1)[CH2:3][N:4]1[CH2:9][CH2:8][CH:7]([NH:10][C:11]2[C:12]3[CH:19]=[CH:18][NH:17][C:13]=3[N:14]=[CH:15][N:16]=2)[CH2:6][CH2:5]1.[ClH:28].CO. The catalyst is CO. The product is [ClH:28].[F:27][C:2]([F:1])([C:20]1[CH:25]=[N:24][C:23]([CH3:26])=[CH:22][N:21]=1)[CH2:3][N:4]1[CH2:9][CH2:8][CH:7]([NH:10][C:11]2[C:12]3[CH:19]=[CH:18][NH:17][C:13]=3[N:14]=[CH:15][N:16]=2)[CH2:6][CH2:5]1. The yield is 0.990. (3) The reactants are [OH:1][C:2]1[CH:3]=[C:4]([C:8]#[C:9][C:10]2[CH:11]=[C:12]([C:16]([N:18]=[S@:19]([CH2:27][C:28](OCC)=[O:29])([C:21]3[CH:26]=[CH:25][CH:24]=[CH:23][CH:22]=3)=[O:20])=[O:17])[CH:13]=[N:14][CH:15]=2)[CH:5]=[CH:6][CH:7]=1.[CH3:33][NH:34][CH2:35][CH2:36][OH:37]. No catalyst specified. The product is [OH:37][CH2:36][CH2:35][N:34]([CH3:33])[C:28](=[O:29])[CH2:27][S@:19](=[O:20])([C:21]1[CH:22]=[CH:23][CH:24]=[CH:25][CH:26]=1)=[N:18][C:16](=[O:17])[C:12]1[CH:11]=[C:10]([C:9]#[C:8][C:4]2[CH:5]=[CH:6][CH:7]=[C:2]([OH:1])[CH:3]=2)[CH:15]=[N:14][CH:13]=1. The yield is 0.610. (4) The reactants are [N:1]1[CH:6]=[CH:5][N:4]=[C:3]2[S:7][C:8]([NH:10]C(=O)OC(C)(C)C)=[CH:9][C:2]=12. The catalyst is C(O)(C(F)(F)F)=O.C(Cl)Cl. The product is [N:1]1[CH:6]=[CH:5][N:4]=[C:3]2[S:7][C:8]([NH2:10])=[CH:9][C:2]=12. The yield is 0.810. (5) The reactants are FC(F)(F)S(OC)(=O)=O.[F:10][C:11]1[CH:22]=[CH:21][C:14]([CH2:15]N(C)C(=S)C)=[CH:13][CH:12]=1.[NH2:23][C:24]1[CH:33]=[C:32]2[C:27]([CH2:28][CH2:29][CH:30]([OH:49])[CH:31]2[NH:34][C:35]([C:37]2[CH:42]=[CH:41][C:40]([C:43]3[CH:48]=[CH:47][CH:46]=[CH:45][CH:44]=3)=[CH:39][CH:38]=2)=[O:36])=[CH:26][CH:25]=1.[N:50]1[CH:55]=CC=[CH:52][CH:51]=1. The catalyst is C(Cl)Cl. The product is [F:10][C:11]1[CH:12]=[CH:13][C:14]([CH2:15][CH2:55][NH:50][C:51](=[N:23][C:24]2[CH:33]=[C:32]3[C:27]([CH2:28][CH2:29][C@@H:30]([OH:49])[C@@H:31]3[NH:34][C:35]([C:37]3[CH:42]=[CH:41][C:40]([C:43]4[CH:44]=[CH:45][CH:46]=[CH:47][CH:48]=4)=[CH:39][CH:38]=3)=[O:36])=[CH:26][CH:25]=2)[CH3:52])=[CH:21][CH:22]=1. The yield is 0.0260. (6) The reactants are Cl[C:2]1[N:7]=[C:6]([Cl:8])[N:5]=[C:4]([O:9][CH2:10][C@H:11]2[CH2:13][C@H:12]2[C:14]#[N:15])[N:3]=1.Cl.[CH3:17][C:18]1[CH:23]=[CH:22][N:21]=[C:20]2[NH:24][N:25]=[C:26]([CH:27]3[CH2:32][CH2:31][NH:30][CH2:29][CH2:28]3)[C:19]=12.CCN(C(C)C)C(C)C.CCOC(C)=O. The catalyst is CC(C)=O. The product is [Cl:8][C:6]1[N:7]=[C:2]([N:30]2[CH2:29][CH2:28][CH:27]([C:26]3[C:19]4[C:20](=[N:21][CH:22]=[CH:23][C:18]=4[CH3:17])[NH:24][N:25]=3)[CH2:32][CH2:31]2)[N:3]=[C:4]([O:9][CH2:10][C@H:11]2[CH2:13][C@H:12]2[C:14]#[N:15])[N:5]=1. The yield is 0.950. (7) The reactants are [F:1][C:2]1[CH:7]=[CH:6][CH:5]=[CH:4][C:3]=1[C:8]1[N:9]=[N:10][N:11]([CH3:27])[C:12]=1[C:13]1[N:14]=[CH:15][N:16]([C:18]2[CH:26]=[CH:25][C:21]([C:22]([OH:24])=O)=[CH:20][N:19]=2)[CH:17]=1.[CH3:28][C:29]1([NH2:33])[CH2:32][O:31][CH2:30]1. No catalyst specified. The product is [F:1][C:2]1[CH:7]=[CH:6][CH:5]=[CH:4][C:3]=1[C:8]1[N:9]=[N:10][N:11]([CH3:27])[C:12]=1[C:13]1[N:14]=[CH:15][N:16]([C:18]2[CH:26]=[CH:25][C:21]([C:22]([NH:33][C:29]3([CH3:28])[CH2:32][O:31][CH2:30]3)=[O:24])=[CH:20][N:19]=2)[CH:17]=1. The yield is 0.740. (8) The reactants are [Br:1][C:2]1[S:6][C:5]([N:7]([CH2:15][C@@H:16]([NH:29][C:30]([O:32][C:33]([CH3:36])([CH3:35])[CH3:34])=[O:31])[C@@H:17]([OH:28])[C:18]2[CH:23]=[CH:22][C:21]([C:24]([F:27])([F:26])[F:25])=[CH:20][CH:19]=2)[C:8](=[O:14])[O:9][C:10]([CH3:13])([CH3:12])[CH3:11])=[N:4][CH:3]=1.CN(C=O)C.[CH3:42][O:43][CH2:44]Cl.C(N(C(C)C)C(C)C)C. The catalyst is ClC(Cl)C.[I-].C([N+](CCCC)(CCCC)CCCC)CCC. The product is [Br:1][C:2]1[S:6][C:5]([N:7]([CH2:15][C@@H:16]([NH:29][C:30]([O:32][C:33]([CH3:36])([CH3:35])[CH3:34])=[O:31])[C@@H:17]([O:28][CH2:42][O:43][CH3:44])[C:18]2[CH:23]=[CH:22][C:21]([C:24]([F:25])([F:27])[F:26])=[CH:20][CH:19]=2)[C:8](=[O:14])[O:9][C:10]([CH3:12])([CH3:11])[CH3:13])=[N:4][CH:3]=1. The yield is 0.650.